Dataset: Reaction yield outcomes from USPTO patents with 853,638 reactions. Task: Predict the reaction yield, written as a fraction of the theoretical maximum amount of product (1.0 means a 100% yield; for example, 0.34 means a 34% yield). (1) The reactants are C([N:8]1[CH2:12][C@H:11]([C:13]2[CH:18]=[CH:17][C:16]([F:19])=[C:15]([F:20])[CH:14]=2)[C@@H:10]([C@@H:21]([O:23][C:24]2[CH:29]=[CH:28][C:27]([Cl:30])=[CH:26][N:25]=2)[CH3:22])[CH2:9]1)C1C=CC=CC=1.ClC(OC(Cl)C)=O.CCN(C(C)C)C(C)C. The catalyst is C1(C)C=CC=CC=1. The product is [Cl:30][C:27]1[CH:28]=[CH:29][C:24]([O:23][C@H:21]([C@@H:10]2[C@@H:11]([C:13]3[CH:18]=[CH:17][C:16]([F:19])=[C:15]([F:20])[CH:14]=3)[CH2:12][NH:8][CH2:9]2)[CH3:22])=[N:25][CH:26]=1. The yield is 0.640. (2) The reactants are [CH3:1][C:2]([CH3:34])([CH3:33])[C:3](=[O:32])[CH2:4][O:5][C:6]1[CH:11]=[CH:10][C:9]([C:12]([C:17]2[O:18][C:19]3[CH:25]=[C:24]([O:26][S:27]([CH3:30])(=[O:29])=[O:28])[CH:23]=[CH:22][C:20]=3[CH:21]=2)([CH2:15][CH3:16])[CH2:13][CH3:14])=[CH:8][C:7]=1[CH3:31].[BH4-].[Na+]. The catalyst is C1COCC1. The product is [CH2:13]([C:12]([C:17]1[O:18][C:19]2[CH:25]=[C:24]([O:26][S:27]([CH3:30])(=[O:29])=[O:28])[CH:23]=[CH:22][C:20]=2[CH:21]=1)([C:9]1[CH:10]=[CH:11][C:6]([O:5][CH2:4][CH:3]([OH:32])[C:2]([CH3:33])([CH3:34])[CH3:1])=[C:7]([CH3:31])[CH:8]=1)[CH2:15][CH3:16])[CH3:14]. The yield is 0.880. (3) The reactants are [CH3:1][N:2]1[CH2:7][CH:6]2[CH2:8][CH:3]1[CH2:4][NH:5]2.F[C:10]1[CH:15]=[CH:14][C:13]([N+:16]([O-:18])=[O:17])=[CH:12][CH:11]=1.C(N(CC)C(C)C)(C)C. The catalyst is C(#N)C. The product is [CH3:1][N:2]1[CH2:7][CH:6]2[CH2:8][CH:3]1[CH2:4][N:5]2[C:10]1[CH:15]=[CH:14][C:13]([N+:16]([O-:18])=[O:17])=[CH:12][CH:11]=1. The yield is 0.650. (4) The reactants are [N:1]#[C:2]Br.[NH2:4][C:5]1[C:6]([Cl:18])=[CH:7][C:8]([NH:12][C:13]([O:15][CH2:16][CH3:17])=[O:14])=[N:9][C:10]=1[NH2:11]. The catalyst is C(O)C. The product is [CH2:16]([O:15][C:13](=[O:14])[NH:12][C:8]1[N:9]=[C:10]2[NH:11][C:2]([NH2:1])=[N:4][C:5]2=[C:6]([Cl:18])[CH:7]=1)[CH3:17]. The yield is 0.380. (5) The reactants are [F:1][C:2]1[C:16]([F:17])=[CH:15][CH:14]=[C:13]([C:18]([N:20]2CC(=C)C2)=[O:19])[C:3]=1[NH:4][C:5]1[CH:10]=[CH:9][C:8]([I:11])=[CH:7][C:6]=1[F:12].C[N+]1([O-])CC[O:29][CH2:28]C1.[CH3:33][C:34]([CH3:36])=[O:35].O. The catalyst is [Os](=O)(=O)(=O)=O. The product is [F:1][C:2]1[C:3]([NH:4][C:5]2[CH:10]=[CH:9][C:8]([I:11])=[CH:7][C:6]=2[F:12])=[C:13]([C:18]([N:20]2[CH2:36][C:34]([CH2:28][OH:29])([OH:35])[CH2:33]2)=[O:19])[CH:14]=[CH:15][C:16]=1[F:17]. The yield is 0.280. (6) The reactants are F[C:2]1[CH:3]=[CH:4][C:5]([CH:8]=O)=[N:6][CH:7]=1.[CH3:10][N:11]1[CH2:16][CH2:15][NH:14][CH2:13][CH2:12]1.[NH2:17][C:18]1[C:23]([NH2:24])=[C:22]([C:25]2[CH:30]=[CH:29][C:28]([CH2:31][NH:32][C:33](=[O:39])OC(C)(C)C)=[C:27]([F:40])[CH:26]=2)[CH:21]=[CH:20][N:19]=1.[C:41]([C:45]1[O:49][N:48]=[C:47](C([O-])=O)[N:46]=1)([CH3:44])([CH3:43])[CH3:42]. No catalyst specified. The product is [C:41]([C:45]1[O:49][N:48]=[C:47]([C:33]([NH:32][CH2:31][C:28]2[CH:29]=[CH:30][C:25]([C:22]3[CH:21]=[CH:20][N:19]=[C:18]4[NH:17][C:8]([C:5]5[CH:4]=[CH:3][C:2]([N:14]6[CH2:15][CH2:16][N:11]([CH3:10])[CH2:12][CH2:13]6)=[CH:7][N:6]=5)=[N:24][C:23]=34)=[CH:26][C:27]=2[F:40])=[O:39])[N:46]=1)([CH3:44])([CH3:43])[CH3:42]. The yield is 0.0720. (7) The reactants are [N+:1]([O-:4])(O)=[O:2].[CH2:5]([O:12][C:13]1[CH:20]=[CH:19][C:16]([C:17]#[N:18])=[CH:15][C:14]=1[O:21][CH3:22])[C:6]1[CH:11]=[CH:10][CH:9]=[CH:8][CH:7]=1. The catalyst is C(O)(=O)C. The product is [CH2:5]([O:12][C:13]1[CH:20]=[C:19]([N+:1]([O-:4])=[O:2])[C:16]([C:17]#[N:18])=[CH:15][C:14]=1[O:21][CH3:22])[C:6]1[CH:7]=[CH:8][CH:9]=[CH:10][CH:11]=1. The yield is 0.850.